This data is from NCI-60 drug combinations with 297,098 pairs across 59 cell lines. The task is: Regression. Given two drug SMILES strings and cell line genomic features, predict the synergy score measuring deviation from expected non-interaction effect. (1) Drug 1: CN(CC1=CN=C2C(=N1)C(=NC(=N2)N)N)C3=CC=C(C=C3)C(=O)NC(CCC(=O)O)C(=O)O. Drug 2: C1CN(P(=O)(OC1)NCCCl)CCCl. Cell line: SR. Synergy scores: CSS=56.3, Synergy_ZIP=3.17, Synergy_Bliss=4.18, Synergy_Loewe=-36.7, Synergy_HSA=4.08. (2) Drug 1: CC12CCC(CC1=CCC3C2CCC4(C3CC=C4C5=CN=CC=C5)C)O. Drug 2: CC1OCC2C(O1)C(C(C(O2)OC3C4COC(=O)C4C(C5=CC6=C(C=C35)OCO6)C7=CC(=C(C(=C7)OC)O)OC)O)O. Cell line: RPMI-8226. Synergy scores: CSS=54.9, Synergy_ZIP=-0.534, Synergy_Bliss=0.0608, Synergy_Loewe=-3.18, Synergy_HSA=2.29. (3) Drug 1: C1CC(C1)(C(=O)O)C(=O)O.[NH2-].[NH2-].[Pt+2]. Drug 2: C#CCC(CC1=CN=C2C(=N1)C(=NC(=N2)N)N)C3=CC=C(C=C3)C(=O)NC(CCC(=O)O)C(=O)O. Cell line: NCI-H522. Synergy scores: CSS=60.8, Synergy_ZIP=3.35, Synergy_Bliss=0.307, Synergy_Loewe=-10.9, Synergy_HSA=-1.71. (4) Drug 1: C1=CC=C(C=C1)NC(=O)CCCCCCC(=O)NO. Drug 2: C1CN(CCN1C(=O)CCBr)C(=O)CCBr. Cell line: NCI-H522. Synergy scores: CSS=33.8, Synergy_ZIP=-4.54, Synergy_Bliss=-1.63, Synergy_Loewe=5.19, Synergy_HSA=5.86. (5) Drug 1: C1=NNC2=C1C(=O)NC=N2. Drug 2: N.N.Cl[Pt+2]Cl. Cell line: T-47D. Synergy scores: CSS=23.5, Synergy_ZIP=-6.92, Synergy_Bliss=1.60, Synergy_Loewe=3.39, Synergy_HSA=3.55.